From a dataset of Catalyst prediction with 721,799 reactions and 888 catalyst types from USPTO. Predict which catalyst facilitates the given reaction. (1) Reactant: [Cl:1][C:2]1[C:3]([CH:8]2[CH2:13][CH2:12][N:11](C(OC(C)(C)C)=O)[CH2:10][CH2:9]2)=[N:4][CH:5]=[CH:6][N:7]=1.FC(F)(F)C(O)=O. Product: [Cl:1][C:2]1[C:3]([CH:8]2[CH2:13][CH2:12][NH:11][CH2:10][CH2:9]2)=[N:4][CH:5]=[CH:6][N:7]=1. The catalyst class is: 4. (2) Reactant: Br[C:2]1[C:3]([O:28][CH3:29])=[C:4]([CH:10]([NH:12][C:13]2[N:21]=[CH:20][N:19]=[C:18]3[C:14]=2[N:15]=[CH:16][N:17]3C2CCCCO2)[CH3:11])[CH:5]=[C:6]([Cl:9])[C:7]=1[F:8].CC1(C)C(C)(C)OB([C:38]2[CH2:39][CH2:40][N:41]([C:44]([O:46][C:47]([CH3:50])([CH3:49])[CH3:48])=[O:45])[CH2:42][CH:43]=2)O1.C(=O)([O-])[O-].[Na+].[Na+]. Product: [Cl:9][C:6]1[C:7]([F:8])=[C:2]([C:38]2[CH2:43][CH2:42][N:41]([C:44]([O:46][C:47]([CH3:50])([CH3:49])[CH3:48])=[O:45])[CH2:40][CH:39]=2)[C:3]([O:28][CH3:29])=[C:4]([CH:10]([NH:12][C:13]2[N:21]=[CH:20][N:19]=[C:18]3[C:14]=2[N:15]=[CH:16][NH:17]3)[CH3:11])[CH:5]=1. The catalyst class is: 203. (3) The catalyst class is: 4. Reactant: O[N:2]1[C:6]2[CH:7]=[CH:8][CH:9]=[CH:10][C:5]=2[N:4]=[N:3]1.C(Cl)CCl.CN1CCOCC1.[C:22]([N:29]1[CH2:33][CH2:32][CH:31]([S:34][C:35]([C:48]2[CH:53]=[CH:52][CH:51]=[CH:50][CH:49]=2)([C:42]2[CH:47]=[CH:46][CH:45]=[CH:44][CH:43]=2)[C:36]2[CH:41]=[CH:40][CH:39]=[CH:38][CH:37]=2)[CH:30]1[C:54](O)=[O:55])([O:24][C:25]([CH3:28])([CH3:27])[CH3:26])=[O:23]. Product: [C:22]([N:29]1[CH2:33][CH2:32][CH:31]([S:34][C:35]([C:42]2[CH:47]=[CH:46][CH:45]=[CH:44][CH:43]=2)([C:48]2[CH:49]=[CH:50][CH:51]=[CH:52][CH:53]=2)[C:36]2[CH:41]=[CH:40][CH:39]=[CH:38][CH:37]=2)[CH:30]1[C:54]([N:2]1[C:6]2[CH:7]=[CH:8][CH:9]=[CH:10][C:5]=2[N:4]=[N:3]1)=[O:55])([O:24][C:25]([CH3:28])([CH3:27])[CH3:26])=[O:23]. (4) Reactant: [OH-].[K+].[CH:3]1([CH:8]([C:14]([O:16]CC)=[O:15])[C:9]([O:11][CH2:12][CH3:13])=[O:10])[CH2:7][CH2:6][CH2:5][CH2:4]1.Cl. Product: [CH:3]1([CH:8]([C:9]([O:11][CH2:12][CH3:13])=[O:10])[C:14]([OH:16])=[O:15])[CH2:4][CH2:5][CH2:6][CH2:7]1. The catalyst class is: 97.